Dataset: Catalyst prediction with 721,799 reactions and 888 catalyst types from USPTO. Task: Predict which catalyst facilitates the given reaction. (1) Reactant: [NH:1]1[CH2:6][CH2:5][CH2:4][CH2:3][CH2:2]1.[C:7]1(=O)[CH2:12][CH2:11][C:10](=[O:13])[CH2:9][CH2:8]1. Product: [OH:13][C:10]1[CH:11]=[CH:12][C:7]([N:1]2[CH2:6][CH2:5][CH2:4][CH2:3][CH2:2]2)=[CH:8][CH:9]=1. The catalyst class is: 178. (2) Reactant: [Cl:1][C:2]1[CH:21]=[C:20]([Cl:22])[CH:19]=[CH:18][C:3]=1[CH2:4][O:5][C:6]1[CH:17]=[CH:16][C:9]2[CH:10]([C:13](O)=[O:14])[CH2:11][O:12][C:8]=2[CH:7]=1.[CH3:23][S:24]([NH2:27])(=[O:26])=[O:25].CCN=C=NCCCN(C)C. Product: [Cl:1][C:2]1[CH:21]=[C:20]([Cl:22])[CH:19]=[CH:18][C:3]=1[CH2:4][O:5][C:6]1[CH:17]=[CH:16][C:9]2[CH:10]([C:13]([NH:27][S:24]([CH3:23])(=[O:26])=[O:25])=[O:14])[CH2:11][O:12][C:8]=2[CH:7]=1. The catalyst class is: 239.